This data is from Retrosynthesis with 50K atom-mapped reactions and 10 reaction types from USPTO. The task is: Predict the reactants needed to synthesize the given product. (1) Given the product O=C/C=C/c1ccc(-n2cccn2)nc1, predict the reactants needed to synthesize it. The reactants are: OC/C=C/c1ccc(-n2cccn2)nc1. (2) Given the product COc1ccc(NC(C)=O)c(O)c1C(C)=O, predict the reactants needed to synthesize it. The reactants are: CC(=O)O.COc1ccc(N)c(O)c1C(C)=O. (3) Given the product Cn1ncc(C(=O)N2CCC2)c1C(=O)Nc1ccn2nc(-c3cccc(F)c3)nc2c1, predict the reactants needed to synthesize it. The reactants are: C1CNC1.Cn1ncc(C(=O)O)c1C(=O)Nc1ccn2nc(-c3cccc(F)c3)nc2c1.